This data is from Peptide-MHC class I binding affinity with 185,985 pairs from IEDB/IMGT. The task is: Regression. Given a peptide amino acid sequence and an MHC pseudo amino acid sequence, predict their binding affinity value. This is MHC class I binding data. (1) The peptide sequence is GILISLINSL. The MHC is HLA-A02:02 with pseudo-sequence HLA-A02:02. The binding affinity (normalized) is 0.554. (2) The peptide sequence is YIFWIRTPR. The MHC is HLA-A31:01 with pseudo-sequence HLA-A31:01. The binding affinity (normalized) is 0.822. (3) The peptide sequence is QEYADVFHLY. The MHC is HLA-B18:01 with pseudo-sequence HLA-B18:01. The binding affinity (normalized) is 0.539. (4) The peptide sequence is LNNSFYYMR. The MHC is HLA-A68:01 with pseudo-sequence HLA-A68:01. The binding affinity (normalized) is 0.748. (5) The peptide sequence is SQFGGGSQY. The MHC is HLA-A02:01 with pseudo-sequence HLA-A02:01. The binding affinity (normalized) is 0.0847.